From a dataset of Reaction yield outcomes from USPTO patents with 853,638 reactions. Predict the reaction yield, written as a fraction of the theoretical maximum amount of product (1.0 means a 100% yield; for example, 0.34 means a 34% yield). (1) The reactants are [CH3:1][O:2][C:3]([C:5]1([C:11]#[N:12])[CH2:7][CH:6]1[CH:8]([CH3:10])[CH3:9])=[O:4].[BH4-].[Na+].[C:15]([O:19][C:20](O[C:20]([O:19][C:15]([CH3:18])([CH3:17])[CH3:16])=[O:21])=[O:21])([CH3:18])([CH3:17])[CH3:16]. The catalyst is CO.ClCCl. The product is [CH3:1][O:2][C:3]([C:5]1([CH2:11][NH:12][C:20]([O:19][C:15]([CH3:18])([CH3:17])[CH3:16])=[O:21])[CH2:7][CH:6]1[CH:8]([CH3:9])[CH3:10])=[O:4]. The yield is 0.880. (2) The reactants are [CH2:1]([O:6][C:7]([NH:9][C@H:10]([C:15]([O:17]C)=[O:16])[CH2:11][CH2:12][CH2:13][CH3:14])=[O:8])[CH2:2][CH2:3][CH:4]=[CH2:5].[OH-].[Na+].Cl. The catalyst is C1COCC1. The product is [CH2:1]([O:6][C:7]([NH:9][C@H:10]([C:15]([OH:17])=[O:16])[CH2:11][CH2:12][CH2:13][CH3:14])=[O:8])[CH2:2][CH2:3][CH:4]=[CH2:5]. The yield is 0.880.